From a dataset of Full USPTO retrosynthesis dataset with 1.9M reactions from patents (1976-2016). Predict the reactants needed to synthesize the given product. (1) Given the product [CH3:10][N:9]([CH2:8][C:3]1[CH:4]=[CH:5][CH:6]=[CH:7][C:2]=1[CH:26]=[O:27])[CH3:11], predict the reactants needed to synthesize it. The reactants are: Br[C:2]1[CH:7]=[CH:6][CH:5]=[CH:4][C:3]=1[CH2:8][N:9]([CH3:11])[CH3:10].[Li]CCCC.CCCCCC.CN([CH:26]=[O:27])C. (2) The reactants are: [CH3:1][C@@:2]([OH:34])([C:30]([CH3:33])([CH3:32])[CH3:31])[C@@H:3]1[C@:8]2([O:28]C)[C@@H:9]3[O:23][C:18]4=[C:19]([OH:22])[CH:20]=[CH:21][C:16]5=[C:17]4[C@:10]43[CH2:11][CH2:12][N:13]([CH2:24][CH:25]3[CH2:27][CH2:26]3)[C@H:14]([CH2:15]5)[C@@:5]4(CC2)[CH2:4]1.C(Cl)(Cl)(Cl)Cl.[H-].[H-].[H-].[H-].[Li+].[Al+3].[CH2:46]1COC[CH2:47]1. Given the product [CH:25]1([CH2:24][N:13]2[CH2:12][CH2:11][C@@:10]34[C:17]5[C:16]6[CH2:15][C@@H:14]2[C@H:5]3[CH2:4][C@H:3]([C@:2]([OH:34])([C:30]([CH3:32])([CH3:33])[CH3:31])[CH3:1])[C@H:8]([OH:28])[C@@H:9]4[O:23][C:18]=5[C:19]([OH:22])=[C:20]2[CH2:47][CH2:46][C:21]2=6)[CH2:27][CH2:26]1, predict the reactants needed to synthesize it. (3) Given the product [Br:1][C:2]1[CH:3]=[CH:4][C:5]2[O:9][C:8](=[O:10])[N:7]([CH2:13][C:14](=[O:16])[CH3:15])[C:6]=2[CH:11]=1, predict the reactants needed to synthesize it. The reactants are: [Br:1][C:2]1[CH:3]=[CH:4][C:5]2[O:9][C:8](=[O:10])[NH:7][C:6]=2[CH:11]=1.Cl[CH2:13][C:14](=[O:16])[CH3:15]. (4) Given the product [Cl:1][C:2]1[C:3]([NH:23][C:24]2[CH:28]=[C:27]([CH3:29])[NH:26][N:25]=2)=[N:4][C:5]([NH:8][C:9]2[CH:14]=[C:13]([CH3:15])[C:12]([CH:16]3[CH2:17][CH2:18][N:19]([C:31]4[N:32]=[N:33][C:34]([CH3:37])=[CH:35][CH:36]=4)[CH2:20][CH2:21]3)=[CH:11][C:10]=2[F:22])=[N:6][CH:7]=1, predict the reactants needed to synthesize it. The reactants are: [Cl:1][C:2]1[C:3]([NH:23][C:24]2[CH:28]=[C:27]([CH3:29])[NH:26][N:25]=2)=[N:4][C:5]([NH:8][C:9]2[CH:14]=[C:13]([CH3:15])[C:12]([CH:16]3[CH2:21][CH2:20][NH:19][CH2:18][CH2:17]3)=[CH:11][C:10]=2[F:22])=[N:6][CH:7]=1.Cl[C:31]1[N:32]=[N:33][C:34]([CH3:37])=[CH:35][CH:36]=1.C([O-])([O-])=O.[Cs+].[Cs+]. (5) Given the product [CH:1]([N:4]1[CH2:14][CH:13]2[CH2:15][CH2:16][CH:6]([C:7]3[CH:8]=[CH:9][C:10]([NH2:17])=[CH:11][C:12]=32)[CH2:5]1)([CH3:3])[CH3:2], predict the reactants needed to synthesize it. The reactants are: [CH:1]([N:4]1[CH2:14][CH:13]2[CH2:15][CH2:16][CH:6]([C:7]3[CH:8]=[CH:9][C:10]([N+:17]([O-])=O)=[CH:11][C:12]=32)[CH2:5]1)([CH3:3])[CH3:2].